Dataset: Catalyst prediction with 721,799 reactions and 888 catalyst types from USPTO. Task: Predict which catalyst facilitates the given reaction. (1) Reactant: [Cl:1][C:2]1[N:7]=[CH:6][C:5]([CH:8]2[C:17]3[C:12](=[CH:13][CH:14]=[CH:15][CH:16]=3)[CH2:11][CH2:10][N:9]2C(OCC2C=CC=CC=2)=O)=[CH:4][CH:3]=1.C(O)(C(F)(F)F)=O. Product: [Cl:1][C:2]1[N:7]=[CH:6][C:5]([CH:8]2[C:17]3[C:12](=[CH:13][CH:14]=[CH:15][CH:16]=3)[CH2:11][CH2:10][NH:9]2)=[CH:4][CH:3]=1. The catalyst class is: 2. (2) Reactant: S(O)(O)(=O)=O.[Cl:6][C:7]1[CH:12]=[CH:11][C:10]([N:13]2[C:21]([C:22]3[CH:27]=[CH:26][CH:25]=[CH:24][C:23]=3[Cl:28])=[N:20][C:19]3[C:14]2=[N:15][CH:16]=[N:17][C:18]=3[N:29]2[CH2:34][CH2:33][C:32]([NH:38][CH2:39][CH3:40])([C:35]([NH2:37])=[O:36])[CH2:31][CH2:30]2)=[CH:9][CH:8]=1.C([O-])([O-])=O.[Na+].[Na+]. Product: [Cl:6][C:7]1[CH:8]=[CH:9][C:10]([N:13]2[C:21]([C:22]3[CH:27]=[CH:26][CH:25]=[CH:24][C:23]=3[Cl:28])=[N:20][C:19]3[C:14]2=[N:15][CH:16]=[N:17][C:18]=3[N:29]2[CH2:34][CH2:33][C:32]([NH:38][CH2:39][CH3:40])([C:35]([NH2:37])=[O:36])[CH2:31][CH2:30]2)=[CH:11][CH:12]=1. The catalyst class is: 283.